This data is from Full USPTO retrosynthesis dataset with 1.9M reactions from patents (1976-2016). The task is: Predict the reactants needed to synthesize the given product. (1) Given the product [OH:7][CH2:6][C:5]1[CH:4]=[C:3]([CH:11]=[CH:10][CH:9]=1)[C:1]#[N:2], predict the reactants needed to synthesize it. The reactants are: [C:1]([C:3]1[CH:4]=[C:5]([CH:9]=[CH:10][CH:11]=1)[C:6](O)=[O:7])#[N:2].B.C1COCC1. (2) Given the product [CH3:12][C:9]1([CH2:8][O:7][C:6]2[CH:13]=[C:2]([OH:19])[CH:3]=[CH:4][C:5]=2[N+:14]([O-:16])=[O:15])[CH2:11][O:10]1, predict the reactants needed to synthesize it. The reactants are: F[C:2]1[CH:3]=[CH:4][C:5]([N+:14]([O-:16])=[O:15])=[C:6]([CH:13]=1)[O:7][CH2:8][C:9]1([CH3:12])[CH2:11][O:10]1.CS(C)=[O:19].[OH-].[K+].O.